From a dataset of Forward reaction prediction with 1.9M reactions from USPTO patents (1976-2016). Predict the product of the given reaction. (1) Given the reactants [CH3:1][O:2][C:3]1[CH:8]=[CH:7][C:6](B(O)O)=[CH:5][N:4]=1.[Cl:12][C:13]1[CH:14]=[C:15](I)[N:16]2[C:21]=1[CH:20]=[N:19][C:18]([S:22][CH3:23])=[N:17]2.C(=O)([O-])[O-].[Na+].[Na+].O, predict the reaction product. The product is: [Cl:12][C:13]1[CH:14]=[C:15]([C:6]2[CH:5]=[N:4][C:3]([O:2][CH3:1])=[CH:8][CH:7]=2)[N:16]2[C:21]=1[CH:20]=[N:19][C:18]([S:22][CH3:23])=[N:17]2. (2) Given the reactants [NH2:1][C:2]1[C:11]([C:12]([NH:14][C:15]2[CH:16]=[N:17][CH:18]=[CH:19][C:20]=2[N:21]2[CH2:26][CH2:25][CH:24]([C:27]([O:29]C(C)(C)C)=[O:28])[CH2:23][CH2:22]2)=[O:13])=[C:5]2[N:6]=[CH:7][C:8]([F:10])=[CH:9][N:4]2[N:3]=1.C(O)(C(F)(F)[F:37])=O, predict the reaction product. The product is: [NH2:1][C:2]1[C:11]([C:12]([NH:14][C:15]2[CH:16]=[N:17][CH:18]=[C:19]([F:37])[C:20]=2[N:21]2[CH2:22][CH2:23][CH:24]([C:27]([OH:29])=[O:28])[CH2:25][CH2:26]2)=[O:13])=[C:5]2[N:6]=[CH:7][C:8]([F:10])=[CH:9][N:4]2[N:3]=1. (3) Given the reactants Br[C:2]1[C:15]2[C:6](=[N:7][C:8]3[C:13]([C:14]=2[S:16][C:17]2[CH:22]=[CH:21][CH:20]=[C:19]([O:23][CH3:24])[CH:18]=2)=[CH:12][CH:11]=[CH:10][CH:9]=3)[CH:5]=[CH:4][CH:3]=1.C([SnH](CCCC)CCCC)CCC.CC(N=NC(C#N)(C)C)(C#N)C, predict the reaction product. The product is: [CH3:24][O:23][C:19]1[C:18]2[C:2]3[CH:3]=[CH:4][CH:5]=[C:6]4[N:7]=[C:8]5[C:13]([CH:12]=[CH:11][CH:10]=[CH:9]5)=[C:14]([C:15]=34)[S:16][C:17]=2[CH:22]=[CH:21][CH:20]=1. (4) Given the reactants [NH2:1][C:2]1[C:7]([C:8]#[N:9])=[C:6]([C:10]2[CH:11]=[C:12]([NH:16][C:17]([CH:19]3[CH2:23][CH2:22][C:21](=[O:24])[O:20]3)=[O:18])[CH:13]=[CH:14][CH:15]=2)[CH:5]=[C:4]([C:25]2[CH:30]=[CH:29][CH:28]=[CH:27][C:26]=2[O:31][Si](C(C)(C)C)(C)C)[N:3]=1, predict the reaction product. The product is: [NH2:1][C:2]1[C:7]([C:8]#[N:9])=[C:6]([C:10]2[CH:11]=[C:12]([NH:16][C:17]([CH:19]3[CH2:23][CH2:22][C:21](=[O:24])[O:20]3)=[O:18])[CH:13]=[CH:14][CH:15]=2)[CH:5]=[C:4]([C:25]2[CH:30]=[CH:29][CH:28]=[CH:27][C:26]=2[OH:31])[N:3]=1. (5) Given the reactants [CH3:1][C:2]1[CH:7]=[C:6]([CH2:8][CH2:9][CH3:10])[CH:5]=[C:4]([CH3:11])[C:3]=1[NH:12][C:13]([NH:15][C:16]1[C:17]([C:26]([NH:28][C:29]2([C:36]([O:38]C)=[O:37])[CH2:35][CH2:34][CH2:33][CH2:32][CH2:31][CH2:30]2)=[O:27])=[CH:18][C:19]2[C:24]([CH:25]=1)=[CH:23][CH:22]=[CH:21][CH:20]=2)=[O:14].Cl, predict the reaction product. The product is: [CH3:1][C:2]1[CH:7]=[C:6]([CH2:8][CH2:9][CH3:10])[CH:5]=[C:4]([CH3:11])[C:3]=1[NH:12][C:13]([NH:15][C:16]1[C:17]([C:26]([NH:28][C:29]2([C:36]([OH:38])=[O:37])[CH2:30][CH2:31][CH2:32][CH2:33][CH2:34][CH2:35]2)=[O:27])=[CH:18][C:19]2[C:24]([CH:25]=1)=[CH:23][CH:22]=[CH:21][CH:20]=2)=[O:14].